This data is from Full USPTO retrosynthesis dataset with 1.9M reactions from patents (1976-2016). The task is: Predict the reactants needed to synthesize the given product. (1) Given the product [CH:31]1([CH2:30][O:29][C:21]2[CH:22]=[CH:23][C:24]([CH:26]([F:28])[F:27])=[CH:25][C:20]=2[C:19]2[C:14]3[NH:13][C:12]([CH3:34])=[C:11]([C:9]([NH:8][C@H:5]4[CH2:6][CH2:7][C@H:2]([NH:1][C:39](=[O:40])[CH2:38][O:37][CH3:36])[CH2:3][C@H:4]4[F:35])=[O:10])[C:15]=3[N:16]=[CH:17][N:18]=2)[CH2:32][CH2:33]1, predict the reactants needed to synthesize it. The reactants are: [NH2:1][C@H:2]1[CH2:7][CH2:6][C@H:5]([NH:8][C:9]([C:11]2[C:15]3[N:16]=[CH:17][N:18]=[C:19]([C:20]4[CH:25]=[C:24]([CH:26]([F:28])[F:27])[CH:23]=[CH:22][C:21]=4[O:29][CH2:30][CH:31]4[CH2:33][CH2:32]4)[C:14]=3[NH:13][C:12]=2[CH3:34])=[O:10])[C@H:4]([F:35])[CH2:3]1.[CH3:36][O:37][CH2:38][C:39](Cl)=[O:40]. (2) Given the product [ClH:39].[F:30][C:27]1[CH:28]=[CH:29][C:23]2[S:22][C:21]([C:20]3[C:19](=[O:31])[NH:18][C:17]([N:33]4[CH2:38][CH2:37][O:36][CH2:35][CH2:34]4)=[N:16][C:15]=3[NH:14][C@@H:10]3[CH2:11][CH2:12][CH2:13][NH:8][CH2:9]3)=[N:25][C:24]=2[CH:26]=1, predict the reactants needed to synthesize it. The reactants are: C(OC([N:8]1[CH2:13][CH2:12][CH2:11][C@@H:10]([NH:14][C:15]2[C:20]([C:21]3[S:22][C:23]4[CH:29]=[CH:28][C:27]([F:30])=[CH:26][C:24]=4[N:25]=3)=[C:19]([O:31]C)[N:18]=[C:17]([N:33]3[CH2:38][CH2:37][O:36][CH2:35][CH2:34]3)[N:16]=2)[CH2:9]1)=O)(C)(C)C.[ClH:39]. (3) Given the product [C:3]([N:40]1[CH2:41][CH2:42][CH:37]([N:30]2[C:31]3[CH:36]=[CH:35][CH:34]=[CH:33][C:32]=3[N:28]([CH2:27][C:17]3[N:16]([CH2:15][CH2:14][CH:8]4[CH2:9][CH2:10][CH2:11][CH2:12][CH2:13]4)[C:20]4[N:21]=[C:22]([C:25]#[N:26])[N:23]=[CH:24][C:19]=4[CH:18]=3)[C:29]2=[O:43])[CH2:38][CH2:39]1)(=[O:5])[CH3:2], predict the reactants needed to synthesize it. The reactants are: F[C:2](F)(F)[C:3]([OH:5])=O.[CH:8]1([CH2:14][CH2:15][N:16]2[C:20]3[N:21]=[C:22]([C:25]#[N:26])[N:23]=[CH:24][C:19]=3[CH:18]=[C:17]2[CH2:27][N:28]2[C:32]3[CH:33]=[CH:34][CH:35]=[CH:36][C:31]=3[N:30]([CH:37]3[CH2:42][CH2:41][NH:40][CH2:39][CH2:38]3)[C:29]2=[O:43])[CH2:13][CH2:12][CH2:11][CH2:10][CH2:9]1.C(OC(=O)C)(=O)C. (4) Given the product [Cl:3][C:4]1[C:9]([C:10]2[N:14]=[C:13]([C:15]3[CH:20]=[CH:19][C:18]([O:21][CH:22]([CH3:24])[CH3:23])=[C:17]([C:25]#[N:26])[CH:16]=3)[O:12][N:11]=2)=[CH:8][CH:7]=[CH:6][C:5]=1[CH2:27][CH2:28][CH2:29][CH2:30][CH2:31][C:32]([OH:34])=[O:33], predict the reactants needed to synthesize it. The reactants are: [OH-].[Na+].[Cl:3][C:4]1[C:9]([C:10]2[N:14]=[C:13]([C:15]3[CH:20]=[CH:19][C:18]([O:21][CH:22]([CH3:24])[CH3:23])=[C:17]([C:25]#[N:26])[CH:16]=3)[O:12][N:11]=2)=[CH:8][CH:7]=[CH:6][C:5]=1[CH2:27][CH2:28][CH2:29][CH2:30][CH2:31][C:32]([O:34]CC)=[O:33].Cl. (5) The reactants are: [CH2:1]([O:8][CH2:9][N:10]1[C:18]2[C:17]([NH2:19])=[N:16][C:15]([CH2:20][CH2:21][CH2:22][CH3:23])=[N:14][C:13]=2[C:12]([C:24]#[C:25][CH2:26][CH2:27][CH2:28]CN2CCCC2)=[CH:11]1)[C:2]1[CH:7]=[CH:6][CH:5]=[CH:4][CH:3]=1.NC1C2[N:48](COCC3C=CC=CC=3)[CH:47]=[C:46]([C:58]#CCCC=O)C=2N=C(CCCC)N=1.N1CCC1. Given the product [N:48]1([CH2:28][CH2:27][CH2:26][C:25]#[C:24][C:12]2[C:13]3[N:14]=[C:15]([CH2:20][CH2:21][CH2:22][CH3:23])[N:16]=[C:17]([NH2:19])[C:18]=3[N:10]([CH2:9][O:8][CH2:1][C:2]3[CH:3]=[CH:4][CH:5]=[CH:6][CH:7]=3)[CH:11]=2)[CH2:47][CH2:46][CH2:58]1, predict the reactants needed to synthesize it.